Dataset: Forward reaction prediction with 1.9M reactions from USPTO patents (1976-2016). Task: Predict the product of the given reaction. (1) The product is: [O:1]1[CH:5]=[CH:4][CH:3]=[C:2]1[CH2:6][NH:7][C:8]1[S:9][CH:12]=[C:13]([C:14]([OH:16])=[O:15])[N:10]=1. Given the reactants [O:1]1[CH:5]=[CH:4][CH:3]=[C:2]1[CH2:6][NH:7][C:8]([NH2:10])=[S:9].Br[CH2:12][C:13](=O)[C:14]([OH:16])=[O:15], predict the reaction product. (2) Given the reactants [Cl-].C[S+](C)(C)=O.[CH3:7]C(C)([O-])C.[K+].[N+:13]([C:16]1[CH:17]=[N:18][CH:19]=[CH:20][C:21]=1[C:22](=[CH2:27])[C:23]([O:25][CH3:26])=[O:24])([O-:15])=[O:14], predict the reaction product. The product is: [N+:13]([C:16]1[CH:17]=[N:18][CH:19]=[CH:20][C:21]=1[C:22]1([C:23]([O:25][CH3:26])=[O:24])[CH2:7][CH2:27]1)([O-:15])=[O:14].